From a dataset of Reaction yield outcomes from USPTO patents with 853,638 reactions. Predict the reaction yield, written as a fraction of the theoretical maximum amount of product (1.0 means a 100% yield; for example, 0.34 means a 34% yield). (1) The reactants are S(=O)(=O)(O)O.[N+:6]([O-:9])(O)=[O:7].[N:10]1[CH:15]=[CH:14][C:13]([N:16]2[CH:20]=[CH:19][NH:18][CH2:17]2)=[CH:12][CH:11]=1.[OH-].[Na+]. No catalyst specified. The product is [N+:6]([CH:17]1[N:16]([C:13]2[CH:12]=[CH:11][N:10]=[CH:15][CH:14]=2)[CH:20]=[CH:19][NH:18]1)([O-:9])=[O:7]. The yield is 0.950. (2) The reactants are S1C=C[C:3]([C:6]2C=CC=C[C:7]=2[NH:12]CCCC(OC(C)(C)C)=O)=C1.[S:23]1[CH:27]=[CH:26][C:25](B(O)O)=[CH:24]1.C(=O)([O-])[O-].[K+].[K+].[C:50]1(P([C:50]2[CH:55]=[CH:54][CH:53]=[CH:52][CH:51]=2)[C:50]2[CH:55]=[CH:54][CH:53]=[CH:52][CH:51]=2)[CH:55]=[CH:54][CH:53]=[CH:52][CH:51]=1. The catalyst is O1CCOCC1.O.[Cl-].[Na+].O.C([O-])(=O)C.[Pd+2].C([O-])(=O)C. The product is [S:23]1[CH:27]=[CH:26][C:25]([C:53]2[CH:52]=[CH:51][C:50]([CH:6]([CH3:3])[CH2:7][NH2:12])=[CH:55][CH:54]=2)=[CH:24]1. The yield is 0.600. (3) The reactants are [O:1]=[C:2]1[C:10]2[C:5](=[CH:6][CH:7]=[CH:8][CH:9]=2)[C:4](=[O:11])[N:3]1[CH2:12][CH2:13][CH2:14][C@H:15]1[C:19](=O)[O:18][CH2:17][N:16]1[C:21]([O:23][CH2:24][C:25]1[CH:30]=[CH:29][CH:28]=[CH:27][CH:26]=1)=[O:22].[SiH](CC)(CC)CC.ClC(OC(C)(C)C)=O.Cl. The catalyst is C(Cl)Cl. The product is [O:11]=[C:4]1[C:5]2[C:10](=[CH:9][CH:8]=[CH:7][CH:6]=2)[C:2](=[O:1])[N:3]1[CH2:12][CH2:13][CH2:14][C@H:15]([N:16]([CH3:17])[C:21](=[O:22])[O:23][CH2:24][C:25]1[CH:26]=[CH:27][CH:28]=[CH:29][CH:30]=1)[CH2:19][OH:18]. The yield is 0.450. (4) The reactants are C(OC(=O)[NH:10][CH2:11][CH:12]1[CH2:17][CH2:16][CH2:15][CH:14]([N:18]2[C:27]3[C:22](=[C:23]([Cl:28])[CH:24]=[N:25][CH:26]=3)[C:21]3=[N:29][O:30][C:31]([CH3:32])=[C:20]3[C:19]2=[O:33])[CH2:13]1)C1C=CC=CC=1.I[Si](C)(C)C.[C:40](O)(=[O:47])[C:41]1[CH:46]=[CH:45][CH:44]=[CH:43][CH:42]=1.Cl.CN(C)CCCN=C=NCC.ON1C2N=CC=CC=2N=N1.C(N(CC)C(C)C)(C)C. The catalyst is ClCCl.CN(C)C=O. The product is [Cl:28][C:23]1[CH:24]=[N:25][CH:26]=[C:27]2[C:22]=1[C:21]1=[N:29][O:30][C:31]([CH3:32])=[C:20]1[C:19](=[O:33])[N:18]2[CH:14]1[CH2:15][CH2:16][CH2:17][CH:12]([CH2:11][NH:10][C:40](=[O:47])[C:41]2[CH:46]=[CH:45][CH:44]=[CH:43][CH:42]=2)[CH2:13]1. The yield is 0.260.